From a dataset of Catalyst prediction with 721,799 reactions and 888 catalyst types from USPTO. Predict which catalyst facilitates the given reaction. (1) Reactant: [CH3:1][C:2]1[S:6][C:5]([C:7]([OH:9])=[O:8])=[CH:4][CH:3]=1.C([O-])([O-])=O.[K+].[K+].[CH3:16][CH2:17]I.CCOC(C)=O. Product: [CH3:1][C:2]1[S:6][C:5]([C:7]([O:9][CH2:16][CH3:17])=[O:8])=[CH:4][CH:3]=1. The catalyst class is: 3. (2) Reactant: [NH:1]1[C:9]2[C:4](=[CH:5][CH:6]=[CH:7][CH:8]=2)[C:3]([CH2:10][CH2:11][C:12]([OH:14])=O)=[CH:2]1.C(N1C=CN=C1)(N1C=CN=C1)=O.[CH2:27]([N:34]1[CH2:39][CH2:38][CH:37]([CH2:40][CH2:41][NH2:42])[CH2:36][CH2:35]1)[C:28]1[CH:33]=[CH:32][CH:31]=[CH:30][CH:29]=1. Product: [CH2:27]([N:34]1[CH2:39][CH2:38][CH:37]([CH2:40][CH2:41][NH:42][C:12](=[O:14])[CH2:11][CH2:10][C:3]2[C:4]3[C:9](=[CH:8][CH:7]=[CH:6][CH:5]=3)[NH:1][CH:2]=2)[CH2:36][CH2:35]1)[C:28]1[CH:33]=[CH:32][CH:31]=[CH:30][CH:29]=1. The catalyst class is: 1. (3) Reactant: [N:1]1[CH:6]=[CH:5][CH:4]=[CH:3][C:2]=1[C:7]1[CH:8]=[N:9][NH:10][C:11]=1[NH2:12].[F:13][C:14]1([F:31])[O:18][C:17]2[CH:19]=[CH:20][C:21]([C:23](=O)[CH2:24][C:25](OCC)=[O:26])=[CH:22][C:16]=2[O:15]1.CC1C=CC(S(O)(=O)=O)=CC=1. Product: [F:31][C:14]1([F:13])[O:18][C:17]2[CH:19]=[CH:20][C:21]([C:23]3[NH:12][C:11]4[N:10]([N:9]=[CH:8][C:7]=4[C:2]4[CH:3]=[CH:4][CH:5]=[CH:6][N:1]=4)[C:25](=[O:26])[CH:24]=3)=[CH:22][C:16]=2[O:15]1. The catalyst class is: 114. (4) Reactant: [NH:1]1[C:9]2[C:4](=[CH:5][C:6]([C:10]3[C:19]([N:20]([CH3:29])[C@H:21]([C:23]4[CH:28]=[CH:27][CH:26]=[CH:25][CH:24]=4)[CH3:22])=[N:18][C:17]4[C:12](=[CH:13][CH:14]=[C:15]([C:30]([O:32]C)=[O:31])[CH:16]=4)[N:11]=3)=[CH:7][CH:8]=2)[CH:3]=[N:2]1.[OH-].[Na+].O. Product: [NH:1]1[C:9]2[C:4](=[CH:5][C:6]([C:10]3[C:19]([N:20]([CH3:29])[C@H:21]([C:23]4[CH:28]=[CH:27][CH:26]=[CH:25][CH:24]=4)[CH3:22])=[N:18][C:17]4[C:12](=[CH:13][CH:14]=[C:15]([C:30]([OH:32])=[O:31])[CH:16]=4)[N:11]=3)=[CH:7][CH:8]=2)[CH:3]=[N:2]1. The catalyst class is: 5. (5) Reactant: [F:1][C@H:2]1[C@H:7]([C:8]2[CH:13]=[CH:12][C:11]([O:14]C)=[C:10]([F:16])[CH:9]=2)[CH2:6][CH2:5][N:4]([CH:17]2[CH2:21][CH2:20][N:19]([CH2:22][C:23]3[CH:28]=[CH:27][C:26]([CH3:29])=[C:25]([F:30])[CH:24]=3)[C:18]2=[O:31])[CH2:3]1.B(Br)(Br)Br. The catalyst class is: 2. Product: [F:1][C@H:2]1[C@H:7]([C:8]2[CH:13]=[CH:12][C:11]([OH:14])=[C:10]([F:16])[CH:9]=2)[CH2:6][CH2:5][N:4]([CH:17]2[CH2:21][CH2:20][N:19]([CH2:22][C:23]3[CH:28]=[CH:27][C:26]([CH3:29])=[C:25]([F:30])[CH:24]=3)[C:18]2=[O:31])[CH2:3]1. (6) Reactant: [N:1]([CH:4]([C:14]1[C:15]([O:25][CH2:26][CH3:27])=[C:16]([C:22](=[O:24])[CH3:23])[CH:17]=[C:18]([Cl:21])[C:19]=1[F:20])[CH2:5][O:6][Si:7]([C:10]([CH3:13])([CH3:12])[CH3:11])([CH3:9])[CH3:8])=[N+]=[N-].O.C1(P(C2C=CC=CC=2)C2C=CC=CC=2)C=CC=CC=1. Product: [NH2:1][CH:4]([C:14]1[C:15]([O:25][CH2:26][CH3:27])=[C:16]([C:22](=[O:24])[CH3:23])[CH:17]=[C:18]([Cl:21])[C:19]=1[F:20])[CH2:5][O:6][Si:7]([C:10]([CH3:13])([CH3:12])[CH3:11])([CH3:9])[CH3:8]. The catalyst class is: 334. (7) Reactant: [CH2:1]([C:3](=[CH2:6])[CH:4]=[O:5])[CH3:2].[SH:7][C:8]1[CH:21]=[CH:20][CH:19]=[CH:18][C:9]=1[C:10]([C:12]1[CH:17]=[CH:16][CH:15]=[CH:14][CH:13]=1)=[O:11]. Product: [C:10]([C:9]1[CH:18]=[CH:19][CH:20]=[CH:21][C:8]=1[S:7][CH2:6][CH:3]([CH2:1][CH3:2])[CH:4]=[O:5])(=[O:11])[C:12]1[CH:17]=[CH:16][CH:15]=[CH:14][CH:13]=1. The catalyst class is: 116. (8) Reactant: Cl[C:2]1[N:7]2[N:8]=[CH:9][CH:10]=[C:6]2[N:5]=[C:4]([CH2:11][C:12]2[CH:13]=[C:14]([CH:17]=[CH:18][CH:19]=2)[C:15]#[N:16])[CH:3]=1.[CH:20]1([NH2:23])[CH2:22][CH2:21]1.C(N(CC)CC)C.C(#N)C. Product: [CH:20]1([NH:23][C:2]2[N:7]3[N:8]=[CH:9][CH:10]=[C:6]3[N:5]=[C:4]([CH2:11][C:12]3[CH:13]=[C:14]([CH:17]=[CH:18][CH:19]=3)[C:15]#[N:16])[CH:3]=2)[CH2:22][CH2:21]1. The catalyst class is: 6. (9) Reactant: [O:1]1[C:5]2[CH:6]=[CH:7][C:8]([CH2:10][NH:11][CH2:12][CH2:13][CH:14]3[CH2:19][CH2:18][CH2:17][CH2:16][N:15]3[C:20]3[CH:25]=[CH:24][N:23]=[C:22]([N:26]4[CH:30]=[CH:29][N:28]=[CH:27]4)[N:21]=3)=[CH:9][C:4]=2[O:3][CH2:2]1.[C:31](OC(=O)C)(=[O:33])[CH3:32]. Product: [C:31]([N:11]([CH2:10][C:8]1[CH:7]=[CH:6][C:5]2[O:1][CH2:2][O:3][C:4]=2[CH:9]=1)[CH2:12][CH2:13][CH:14]1[CH2:19][CH2:18][CH2:17][CH2:16][N:15]1[C:20]1[CH:25]=[CH:24][N:23]=[C:22]([N:26]2[CH:30]=[CH:29][N:28]=[CH:27]2)[N:21]=1)(=[O:33])[CH3:32]. The catalyst class is: 1.